This data is from NCI-60 drug combinations with 297,098 pairs across 59 cell lines. The task is: Regression. Given two drug SMILES strings and cell line genomic features, predict the synergy score measuring deviation from expected non-interaction effect. (1) Drug 1: CN1CCC(CC1)COC2=C(C=C3C(=C2)N=CN=C3NC4=C(C=C(C=C4)Br)F)OC. Drug 2: C1=C(C(=O)NC(=O)N1)N(CCCl)CCCl. Cell line: SNB-19. Synergy scores: CSS=34.4, Synergy_ZIP=7.96, Synergy_Bliss=9.89, Synergy_Loewe=7.87, Synergy_HSA=9.93. (2) Drug 1: C1=CC(=CC=C1CCCC(=O)O)N(CCCl)CCCl. Drug 2: CC1C(C(CC(O1)OC2CC(OC(C2O)C)OC3=CC4=CC5=C(C(=O)C(C(C5)C(C(=O)C(C(C)O)O)OC)OC6CC(C(C(O6)C)O)OC7CC(C(C(O7)C)O)OC8CC(C(C(O8)C)O)(C)O)C(=C4C(=C3C)O)O)O)O. Cell line: T-47D. Synergy scores: CSS=34.9, Synergy_ZIP=-1.39, Synergy_Bliss=1.71, Synergy_Loewe=1.21, Synergy_HSA=1.00.